Dataset: Full USPTO retrosynthesis dataset with 1.9M reactions from patents (1976-2016). Task: Predict the reactants needed to synthesize the given product. (1) Given the product [Cl:10][C:11]1[CH:12]=[C:13]([C:18]2[C:30]([O:31][CH3:32])=[CH:29][C:21]([C:22]([NH:24][S:25]([CH3:28])(=[O:26])=[O:27])=[O:23])=[C:20]([F:33])[CH:19]=2)[CH:14]=[N:15][C:16]=1[O:7][C:3]1([C:2]([F:9])([F:8])[F:1])[CH2:6][CH2:5][CH2:4]1, predict the reactants needed to synthesize it. The reactants are: [F:1][C:2]([F:9])([F:8])[C:3]1([OH:7])[CH2:6][CH2:5][CH2:4]1.[Cl:10][C:11]1[CH:12]=[C:13]([C:18]2[C:30]([O:31][CH3:32])=[CH:29][C:21]([C:22]([NH:24][S:25]([CH3:28])(=[O:27])=[O:26])=[O:23])=[C:20]([F:33])[CH:19]=2)[CH:14]=[N:15][C:16]=1F.C(=O)([O-])[O-].[Cs+].[Cs+]. (2) Given the product [C:1]1([C:21]2[CH:22]=[CH:23][CH:24]=[CH:25][CH:26]=2)[CH:6]=[CH:5][C:4]([O:7][C@H:8]2[CH2:12][CH2:11][C@@H:10]([OH:13])[CH2:9]2)=[CH:3][CH:2]=1, predict the reactants needed to synthesize it. The reactants are: [C:1]1([C:21]2[CH:26]=[CH:25][CH:24]=[CH:23][CH:22]=2)[CH:6]=[CH:5][C:4]([O:7][C@H:8]2[CH2:12][CH2:11][C@@H:10]([O:13][Si](C(C)(C)C)(C)C)[CH2:9]2)=[CH:3][CH:2]=1.[F-].C([N+](CCCC)(CCCC)CCCC)CCC. (3) Given the product [NH2:30][C:31]1[S:32][C:33](=[CH:11][C:10]2[CH:13]=[CH:14][C:15]([O:16][C:17]3[CH:22]=[CH:21][C:20]([C:23]([F:26])([F:25])[F:24])=[CH:19][C:18]=3[N+:27]([O-:29])=[O:28])=[C:8]([O:7][CH3:6])[CH:9]=2)[C:34](=[O:36])[N:35]=1, predict the reactants needed to synthesize it. The reactants are: C([O-])(=O)C.[NH4+].[CH3:6][O:7][C:8]1[CH:9]=[C:10]([CH:13]=[CH:14][C:15]=1[O:16][C:17]1[CH:22]=[CH:21][C:20]([C:23]([F:26])([F:25])[F:24])=[CH:19][C:18]=1[N+:27]([O-:29])=[O:28])[CH:11]=O.[NH2:30][C:31]1[S:32][CH2:33][C:34](=[O:36])[N:35]=1. (4) Given the product [C:1]([C:5]1[N:6]=[C:7]([N:16]2[CH2:20][CH2:19][C:18]([F:21])([F:22])[CH2:17]2)[C:8]2[N:13]=[N:12][N:11]([CH2:14][C:15]3[N:35]([CH3:30])[N:34]=[N:33][CH:31]=3)[C:9]=2[N:10]=1)([CH3:2])([CH3:3])[CH3:4], predict the reactants needed to synthesize it. The reactants are: [C:1]([C:5]1[N:6]=[C:7]([N:16]2[CH2:20][CH2:19][C:18]([F:22])([F:21])[CH2:17]2)[C:8]2[N:13]=[N:12][N:11]([CH2:14][CH3:15])[C:9]=2[N:10]=1)([CH3:4])([CH3:3])[CH3:2].C(C1N=C(N2CCC(F)(F)C2)[C:30]2[N:35]=[N:34][NH:33][C:31]=2N=1)(C)(C)C.Cl.ClCC1N(C)N=NC=1. (5) Given the product [Cl:17][C:7]1[N:6]=[CH:5][C:4]2[C:9](=[CH:10][C:11]([O:12][CH3:13])=[C:2]([Br:1])[CH:3]=2)[N:8]=1, predict the reactants needed to synthesize it. The reactants are: [Br:1][C:2]1[CH:3]=[C:4]2[C:9](=[CH:10][C:11]=1[O:12][CH3:13])[N:8]=[C:7](O)[N:6]=[CH:5]2.P(Cl)(Cl)([Cl:17])=O. (6) The reactants are: [C:1]12[N:22]=[C:15]([N:16]=[CH:17][C:18]=1[C:19]([OH:21])=O)[NH:14][CH2:13][CH2:12][CH2:11][CH2:10][CH2:9][O:8][CH2:7][CH2:6][O:5][CH2:4][CH2:3][NH:2]2.[N:23]1([C:28]2[N:33]=[CH:32][C:31]([CH2:34][NH2:35])=[CH:30][CH:29]=2)[CH:27]=[CH:26][CH:25]=[N:24]1.CCN(C(C)C)C(C)C.CN(C(ON1N=NC2C=CC=NC1=2)=[N+](C)C)C.F[P-](F)(F)(F)(F)F. Given the product [N:23]1([C:28]2[N:33]=[CH:32][C:31]([CH2:34][NH:35][C:19]([C:18]3[CH:17]=[N:16][C:15]4[NH:14][CH2:13][CH2:12][CH2:11][CH2:10][CH2:9][O:8][CH2:7][CH2:6][O:5][CH2:4][CH2:3][NH:2][C:1]=3[N:22]=4)=[O:21])=[CH:30][CH:29]=2)[CH:27]=[CH:26][CH:25]=[N:24]1, predict the reactants needed to synthesize it. (7) Given the product [N:15]1[CH:14]=[N:13][N:11]2[CH:12]=[C:7]([C:6]3[N:5]([C:16]4[CH:17]=[C:18]([CH3:22])[CH:19]=[CH:20][CH:21]=4)[C:4](=[O:23])[N:3]([CH2:36][C:37]4[CH:45]=[CH:44][C:40]5=[N:41][O:42][N:43]=[C:39]5[CH:38]=4)[C:2]=3[CH3:1])[CH:8]=[CH:9][C:10]=12, predict the reactants needed to synthesize it. The reactants are: [CH3:1][C:2]1[NH:3][C:4](=[O:23])[N:5]([C:16]2[CH:17]=[C:18]([CH3:22])[CH:19]=[CH:20][CH:21]=2)[C:6]=1[C:7]1[CH:8]=[CH:9][C:10]2[N:11]([N:13]=[CH:14][N:15]=2)[CH:12]=1.CN(C)C=O.CC(C)([O-])C.[K+].Br[CH2:36][C:37]1[CH:45]=[CH:44][C:40]2=[N:41][O:42][N:43]=[C:39]2[CH:38]=1. (8) Given the product [CH:37]1([N:28]2[CH2:29][C:30]([F:35])([F:36])[C:31](=[O:34])[N:32]([CH3:33])[C:26]3[CH:25]=[N:24][C:23]([NH:22][C:19]4[CH:18]=[CH:17][C:16]([C:15]([NH:14][CH:11]5[CH2:12][CH2:13][NH:8][CH2:9][CH2:10]5)=[O:42])=[CH:21][CH:20]=4)=[N:41][C:27]2=3)[CH2:40][CH2:39][CH2:38]1, predict the reactants needed to synthesize it. The reactants are: C(OC([N:8]1[CH2:13][CH2:12][CH:11]([NH:14][C:15](=[O:42])[C:16]2[CH:21]=[CH:20][C:19]([NH:22][C:23]3[N:24]=[CH:25][C:26]4[N:32]([CH3:33])[C:31](=[O:34])[C:30]([F:36])([F:35])[CH2:29][N:28]([CH:37]5[CH2:40][CH2:39][CH2:38]5)[C:27]=4[N:41]=3)=[CH:18][CH:17]=2)[CH2:10][CH2:9]1)=O)(C)(C)C.FC(F)(F)C(O)=O. (9) Given the product [CH3:29][S:26]([NH:25][N:14]1[C:13](=[O:30])[C:12]2[C:17](=[CH:18][C:19]([C:20]([F:21])([F:22])[F:23])=[C:10]([N:8]3[CH:9]=[C:5]([C:3]([OH:4])=[O:2])[N:6]=[CH:7]3)[CH:11]=2)[NH:16][C:15]1=[O:24])(=[O:28])=[O:27], predict the reactants needed to synthesize it. The reactants are: C[O:2][C:3]([C:5]1[N:6]=[CH:7][N:8]([C:10]2[CH:11]=[C:12]3[C:17](=[CH:18][C:19]=2[C:20]([F:23])([F:22])[F:21])[NH:16][C:15](=[O:24])[N:14]([NH:25][S:26]([CH3:29])(=[O:28])=[O:27])[C:13]3=[O:30])[CH:9]=1)=[O:4].[OH-].[Na+].